From a dataset of Reaction yield outcomes from USPTO patents with 853,638 reactions. Predict the reaction yield, written as a fraction of the theoretical maximum amount of product (1.0 means a 100% yield; for example, 0.34 means a 34% yield). The reactants are [CH3:1][N:2]1[CH2:6][CH2:5][CH2:4][C@H:3]1[C:7]1[CH:8]=[C:9]([CH2:13][CH2:14][CH2:15][NH:16][C:17]([C@H:19]2[CH2:24][CH2:23][C@H:22]([NH:25]C(=O)OC(C)(C)C)[CH2:21][CH2:20]2)=[O:18])[CH:10]=[N:11][CH:12]=1.FC(F)(F)C(O)=O. The catalyst is C(Cl)Cl. The product is [NH2:25][C@H:22]1[CH2:21][CH2:20][C@H:19]([C:17]([NH:16][CH2:15][CH2:14][CH2:13][C:9]2[CH:10]=[N:11][CH:12]=[C:7]([C@@H:3]3[CH2:4][CH2:5][CH2:6][N:2]3[CH3:1])[CH:8]=2)=[O:18])[CH2:24][CH2:23]1. The yield is 0.970.